The task is: Predict the product of the given reaction.. This data is from Forward reaction prediction with 1.9M reactions from USPTO patents (1976-2016). Given the reactants [Cl:1][C:2]1[CH:7]=[CH:6][C:5]([C:8]2[N:9]=[C:10]3[CH:15]=[CH:14][CH:13]=[CH:12][N:11]3[C:16]=2[CH2:17][C:18]([NH:20][NH2:21])=O)=[CH:4][CH:3]=1.[N:22]([CH3:25])=[C:23]=[S:24], predict the reaction product. The product is: [Cl:1][C:2]1[CH:7]=[CH:6][C:5]([C:8]2[N:9]=[C:10]3[CH:15]=[CH:14][CH:13]=[CH:12][N:11]3[C:16]=2[CH2:17][C:18]2[S:24][C:23]([NH:22][CH3:25])=[N:21][N:20]=2)=[CH:4][CH:3]=1.